From a dataset of Catalyst prediction with 721,799 reactions and 888 catalyst types from USPTO. Predict which catalyst facilitates the given reaction. (1) Reactant: [Cl:1][C:2]1[CH:7]=[CH:6][CH:5]=[C:4]([N+:8]([O-:10])=[O:9])[C:3]=1[CH3:11].C[O:13]C(OC)N(C)C. Product: [Cl:1][C:2]1[CH:7]=[CH:6][CH:5]=[C:4]([N+:8]([O-:10])=[O:9])[C:3]=1[CH:11]=[O:13]. The catalyst class is: 18. (2) Reactant: [CH:1]([C:3]1[N:7]([CH:8]([C:14]2[CH:19]=[CH:18][C:17]([C:20]#[N:21])=[CH:16][CH:15]=2)[CH2:9][C:10]([O:12]C)=O)[CH:6]=[N:5][CH:4]=1)=O.[CH2:22]([NH2:29])[C:23]1[CH:28]=[CH:27][CH:26]=[CH:25][CH:24]=1.C(O[BH-](OC(=O)C)OC(=O)C)(=O)C.[Na+]. Product: [CH2:22]([N:29]1[C:10](=[O:12])[CH2:9][CH:8]([C:14]2[CH:19]=[CH:18][C:17]([C:20]#[N:21])=[CH:16][CH:15]=2)[N:7]2[CH:6]=[N:5][CH:4]=[C:3]2[CH2:1]1)[C:23]1[CH:28]=[CH:27][CH:26]=[CH:25][CH:24]=1. The catalyst class is: 26. (3) Reactant: Br[C:2]1[S:3][C:4]([CH3:7])=[CH:5][CH:6]=1.[O-]P([O-])([O-])=O.[K+].[K+].[K+].[Cl:16][C:17]1[CH:22]=[CH:21][C:20](B(O)O)=[CH:19][CH:18]=1. Product: [Cl:16][C:17]1[CH:22]=[CH:21][C:20]([C:2]2[S:3][C:4]([CH3:7])=[CH:5][CH:6]=2)=[CH:19][CH:18]=1. The catalyst class is: 104. (4) Reactant: [Cl:1][C:2]1[C:3]([F:31])=[C:4]([CH:8]2[C:12]([C:15]3[CH:20]=[CH:19][C:18]([Cl:21])=[CH:17][C:16]=3[F:22])([C:13]#[N:14])[CH:11]([CH2:23][C:24]([CH3:27])([CH3:26])[CH3:25])[NH:10][CH:9]2[C:28](O)=[O:29])[CH:5]=[CH:6][CH:7]=1.CN(C(ON1N=NC2C=CC=NC1=2)=[N+](C)C)C.F[P-](F)(F)(F)(F)F.CCN(C(C)C)C(C)C.[NH2:65][C:66]1[CH:67]=[C:68]([CH:72]=[CH:73][CH:74]=1)[C:69]([NH2:71])=[O:70]. Product: [C:69]([C:68]1[CH:67]=[C:66]([NH:65][C:28]([CH:9]2[CH:8]([C:4]3[CH:5]=[CH:6][CH:7]=[C:2]([Cl:1])[C:3]=3[F:31])[C:12]([C:15]3[CH:20]=[CH:19][C:18]([Cl:21])=[CH:17][C:16]=3[F:22])([C:13]#[N:14])[CH:11]([CH2:23][C:24]([CH3:25])([CH3:27])[CH3:26])[NH:10]2)=[O:29])[CH:74]=[CH:73][CH:72]=1)(=[O:70])[NH2:71]. The catalyst class is: 2. (5) Reactant: [I:1][C:2]1[CH:7]=[CH:6][C:5]([S:8](Cl)(=[O:10])=[O:9])=[CH:4][CH:3]=1.[CH3:12][O:13][C:14]1[CH:15]=[C:16]([CH:18]=[CH:19][C:20]=1[O:21][CH3:22])[NH2:17]. Product: [CH3:12][O:13][C:14]1[CH:15]=[C:16]([NH:17][S:8]([C:5]2[CH:6]=[CH:7][C:2]([I:1])=[CH:3][CH:4]=2)(=[O:10])=[O:9])[CH:18]=[CH:19][C:20]=1[O:21][CH3:22]. The catalyst class is: 17.